Dataset: Forward reaction prediction with 1.9M reactions from USPTO patents (1976-2016). Task: Predict the product of the given reaction. (1) Given the reactants [C:1]([O:5][C:6](=[O:21])[NH:7][CH2:8][CH2:9][C@H:10]([NH:13][C:14]([O:16][C:17]([CH3:20])([CH3:19])[CH3:18])=[O:15])[CH2:11][OH:12])([CH3:4])([CH3:3])[CH3:2].[CH3:22][S:23](Cl)(=[O:25])=[O:24].C(N(CC)CC)C, predict the reaction product. The product is: [CH3:22][S:23]([O:12][CH2:11][C@@H:10]([NH:13][C:14]([O:16][C:17]([CH3:20])([CH3:19])[CH3:18])=[O:15])[CH2:9][CH2:8][NH:7][C:6]([O:5][C:1]([CH3:4])([CH3:3])[CH3:2])=[O:21])(=[O:25])=[O:24]. (2) Given the reactants [C:1]([Br:5])(Br)(Br)[Br:2].C1(P(C2C=CC=CC=2)C2C=CC=CC=2)C=CC=CC=1.[Si:25]([O:42][CH2:43][C:44]1([CH:47]=O)[CH2:46][CH2:45]1)([C:38]([CH3:41])([CH3:40])[CH3:39])([C:32]1[CH:37]=[CH:36][CH:35]=[CH:34][CH:33]=1)[C:26]1[CH:31]=[CH:30][CH:29]=[CH:28][CH:27]=1.C(N(CC)CC)C, predict the reaction product. The product is: [C:38]([Si:25]([O:42][CH2:43][C:44]1([CH:47]=[C:1]([Br:5])[Br:2])[CH2:46][CH2:45]1)([C:32]1[CH:37]=[CH:36][CH:35]=[CH:34][CH:33]=1)[C:26]1[CH:31]=[CH:30][CH:29]=[CH:28][CH:27]=1)([CH3:41])([CH3:39])[CH3:40]. (3) Given the reactants [F:1][CH:2]([F:11])[C:3](=O)[CH2:4][C:5](OCC)=[O:6].Cl.[CH:13]([NH2:15])=[NH:14].C[O-].[Na+], predict the reaction product. The product is: [OH:6][C:5]1[CH:4]=[C:3]([CH:2]([F:11])[F:1])[N:15]=[CH:13][N:14]=1. (4) Given the reactants [NH2:1][C:2]1[CH:11]=[C:10]([C:12]2[CH:17]=[CH:16][C:15]([NH2:18])=[CH:14][CH:13]=2)[C:9]2[C:4](=[CH:5][CH:6]=[C:7]([Cl:19])[CH:8]=2)[N:3]=1, predict the reaction product. The product is: [NH2:1][C:2]1[CH2:11][CH:10]([C:12]2[CH:17]=[CH:16][C:15]([NH2:18])=[CH:14][CH:13]=2)[C:9]2[C:4](=[CH:5][CH:6]=[C:7]([Cl:19])[CH:8]=2)[N:3]=1. (5) The product is: [C:1]([O:5][C:6]([N:8]1[CH2:13][CH2:12][N:11]([C:14]2[CH:19]=[CH:18][C:17]([NH2:20])=[CH:16][C:15]=2[C:23]#[N:24])[CH2:10][CH2:9]1)=[O:7])([CH3:4])([CH3:2])[CH3:3]. Given the reactants [C:1]([O:5][C:6]([N:8]1[CH2:13][CH2:12][N:11]([C:14]2[CH:19]=[CH:18][C:17]([N+:20]([O-])=O)=[CH:16][C:15]=2[C:23]#[N:24])[CH2:10][CH2:9]1)=[O:7])([CH3:4])([CH3:3])[CH3:2].[Cl-].[NH4+], predict the reaction product. (6) Given the reactants [CH3:1][O:2][C:3]1[CH:8]=[CH:7][C:6]([C:9](=[O:11])[CH3:10])=[CH:5][CH:4]=1.[N:12]([O-])=O.[Na+], predict the reaction product. The product is: [CH3:10][C:9]([C:6]1[CH:7]=[CH:8][C:3]([O:2][CH3:1])=[C:4]([NH2:12])[CH:5]=1)=[O:11]. (7) Given the reactants CC1C=CC(S(O[CH2:12][C@H:13]2[CH2:22][CH2:21][C:20]3[C:15](=[C:16]([C:24]4[CH:29]=[CH:28][CH:27]=[CH:26][C:25]=4[CH3:30])[C:17]([Cl:23])=[CH:18][CH:19]=3)[O:14]2)(=O)=O)=CC=1.[N-:31]=[N+:32]=[N-:33].[Na+], predict the reaction product. The product is: [N:31]([CH2:12][C@H:13]1[CH2:22][CH2:21][C:20]2[C:15](=[C:16]([C:24]3[CH:29]=[CH:28][CH:27]=[CH:26][C:25]=3[CH3:30])[C:17]([Cl:23])=[CH:18][CH:19]=2)[O:14]1)=[N+:32]=[N-:33]. (8) Given the reactants [C:1]([O:5][C:6]([N:8]1[CH2:13][CH2:12][CH:11]([N:14]2[CH:18]([C:19]3[CH:24]=[CH:23][N:22]=[CH:21][CH:20]=3)[CH:17]([C:25]3[CH:30]=[CH:29][C:28]([Cl:31])=[CH:27][CH:26]=3)[C:16](=[O:32])[NH:15]2)[CH2:10][CH2:9]1)=[O:7])([CH3:4])([CH3:3])[CH3:2], predict the reaction product. The product is: [C:1]([O:5][C:6]([N:8]1[CH2:9][CH2:10][CH:11]([N:14]2[C:18]([C:19]3[CH:24]=[CH:23][N:22]=[CH:21][CH:20]=3)=[C:17]([C:25]3[CH:26]=[CH:27][C:28]([Cl:31])=[CH:29][CH:30]=3)[C:16](=[O:32])[NH:15]2)[CH2:12][CH2:13]1)=[O:7])([CH3:4])([CH3:2])[CH3:3]. (9) Given the reactants [CH2:1]([O:3][C:4](=[O:32])[CH:5]([N:18]=C(C1C=CC=CC=1)C1C=CC=CC=1)[C:6]1[CH:11]=[C:10]([CH3:12])[N:9]=[C:8]([N:13]2[CH:17]=[CH:16][N:15]=[CH:14]2)[N:7]=1)[CH3:2].C([O-])([O-])=O.[K+].[K+], predict the reaction product. The product is: [CH2:1]([O:3][C:4](=[O:32])[CH:5]([NH2:18])[C:6]1[CH:11]=[C:10]([CH3:12])[N:9]=[C:8]([N:13]2[CH:17]=[CH:16][N:15]=[CH:14]2)[N:7]=1)[CH3:2]. (10) Given the reactants O[C:2]([CH:4]([C:6]1[CH:15]=[CH:14][C:9]([CH2:10][CH:11]([CH3:13])[CH3:12])=[CH:8][CH:7]=1)[CH3:5])=[O:3].[NH2:16][CH2:17][CH2:18][CH2:19][CH2:20][OH:21].CN(C(ON1N=NC2C1=CC=CC=2)=[N+](C)C)C.F[P-](F)(F)(F)(F)F.C(N(CC)C(C)C)(C)C, predict the reaction product. The product is: [OH:21][CH2:20][CH2:19][CH2:18][CH2:17][NH:16][C:2](=[O:3])[CH:4]([C:6]1[CH:15]=[CH:14][C:9]([CH2:10][CH:11]([CH3:13])[CH3:12])=[CH:8][CH:7]=1)[CH3:5].